Dataset: Full USPTO retrosynthesis dataset with 1.9M reactions from patents (1976-2016). Task: Predict the reactants needed to synthesize the given product. (1) Given the product [NH2:1][C:4]1[CH:5]=[CH:6][C:7]([N:10]2[CH:15]=[CH:14][C:13](=[O:16])[NH:12][C:11]2=[O:17])=[CH:8][CH:9]=1, predict the reactants needed to synthesize it. The reactants are: [N+:1]([C:4]1[CH:9]=[CH:8][C:7]([N:10]2[CH:15]=[CH:14][C:13](=[O:16])[NH:12][C:11]2=[O:17])=[CH:6][CH:5]=1)([O-])=O.N.[H][H]. (2) Given the product [CH2:39]([N:9]1[CH2:8][CH:7]=[C:6]([C:10]2[CH:11]=[C:12]([NH:16][C:17](=[O:28])[C:18]3[CH:23]=[CH:22][CH:21]=[C:20]([C:24]([F:25])([F:26])[F:27])[CH:19]=3)[CH:13]=[CH:14][CH:15]=2)[N:5]2[N:1]=[CH:2][CH:3]=[C:4]12)[C:40]#[C:41][CH3:42], predict the reactants needed to synthesize it. The reactants are: [N:1]1[N:5]2[C:6]([C:10]3[CH:11]=[C:12]([NH:16][C:17](=[O:28])[C:18]4[CH:23]=[CH:22][CH:21]=[C:20]([C:24]([F:27])([F:26])[F:25])[CH:19]=4)[CH:13]=[CH:14][CH:15]=3)=[CH:7][CH2:8][NH:9][C:4]2=[CH:3][CH:2]=1.CCN(C(C)C)C(C)C.Br[CH2:39][C:40]#[C:41][CH3:42]. (3) Given the product [CH3:22][C:20]1[S:21][C:17]2[C:18]([N:19]=1)=[CH:5][C:6]1[CH2:9][CH2:10][NH:11][CH2:12][CH2:13][C:7]=1[CH:8]=2, predict the reactants needed to synthesize it. The reactants are: CC([C:5]1[C:18]2[N:19]=[C:20]([CH3:22])[S:21][C:17]=2[C:8]2[CH2:9][CH2:10][N:11](C([O-])=O)[CH2:12][CH2:13][C:7]=2[CH:6]=1)(C)C.C(O)(C(F)(F)F)=O.